Dataset: Catalyst prediction with 721,799 reactions and 888 catalyst types from USPTO. Task: Predict which catalyst facilitates the given reaction. Reactant: CO.[CH2:3]([O:10][C:11]1[N:16]=[CH:15][C:14]([CH:17]=[O:18])=[CH:13][CH:12]=1)[C:4]1[CH:9]=[CH:8][CH:7]=[CH:6][CH:5]=1.[BH4-].[Na+]. Product: [CH2:3]([O:10][C:11]1[N:16]=[CH:15][C:14]([CH2:17][OH:18])=[CH:13][CH:12]=1)[C:4]1[CH:5]=[CH:6][CH:7]=[CH:8][CH:9]=1. The catalyst class is: 6.